Dataset: Catalyst prediction with 721,799 reactions and 888 catalyst types from USPTO. Task: Predict which catalyst facilitates the given reaction. (1) Reactant: [F-].C([N+](CCCC)(CCCC)CCCC)CCC.[Cl:19][C:20]1[CH:28]=[C:27]2[C:23]([C:24]([NH:37][C:38](=[O:42])[CH2:39][CH2:40][CH3:41])=[N:25][N:26]2COCC[Si](C)(C)C)=[CH:22][C:21]=1[C:43]1[CH:48]=[CH:47][C:46]([CH2:49][CH3:50])=[CH:45][CH:44]=1.C(OCC)(=O)C. Product: [Cl:19][C:20]1[CH:28]=[C:27]2[C:23]([C:24]([NH:37][C:38](=[O:42])[CH2:39][CH2:40][CH3:41])=[N:25][NH:26]2)=[CH:22][C:21]=1[C:43]1[CH:44]=[CH:45][C:46]([CH2:49][CH3:50])=[CH:47][CH:48]=1. The catalyst class is: 7. (2) Reactant: [CH2:1]([C@@H:3]1[N:9]([C:10]([CH:12]2[CH2:17][CH2:16][O:15][CH2:14][CH2:13]2)=[O:11])[CH2:8][C:7]2[CH:18]=[CH:19][C:20]([C:22]([O:24]C)=O)=[CH:21][C:6]=2[O:5][CH2:4]1)[CH3:2].[NH2:26][OH:27].[OH-].[Na+]. Product: [CH2:1]([C@@H:3]1[N:9]([C:10]([CH:12]2[CH2:17][CH2:16][O:15][CH2:14][CH2:13]2)=[O:11])[CH2:8][C:7]2[CH:18]=[CH:19][C:20]([C:22]([NH:26][OH:27])=[O:24])=[CH:21][C:6]=2[O:5][CH2:4]1)[CH3:2]. The catalyst class is: 36. (3) Reactant: [Cl:1][C:2]1[S:6][C:5]([S:7]([N:10]([S:22]([C:25]2[S:26][C:27]([Cl:30])=[CH:28][CH:29]=2)(=[O:24])=[O:23])[C:11]2[C:19]3[C:14](=[CH:15][CH:16]=[CH:17][C:18]=3[O:20][CH3:21])[NH:13][N:12]=2)(=[O:9])=[O:8])=[CH:4][CH:3]=1.C1(P([C:44]2[CH:49]=[CH:48]C=CC=2)C2C=CC=CC=2)C=CC=CC=1.CC([N:54]([CH2:58][C:59]1[CH:64]=[CH:63][C:62]([CH2:65]O)=[CH:61][CH:60]=1)[C:55](=[O:57])[O-:56])(C)C.[CH3:67]C(OC(/N=N/C(OC(C)C)=O)=O)C. Product: [Cl:30][C:27]1[S:26][C:25]([S:22]([N:10]([S:7]([C:5]2[S:6][C:2]([Cl:1])=[CH:3][CH:4]=2)(=[O:8])=[O:9])[C:11]2[C:19]3[C:14](=[CH:15][CH:16]=[CH:17][C:18]=3[O:20][CH3:21])[N:13]([CH2:65][C:62]3[CH:61]=[CH:60][C:59]([CH2:58][NH:54][C:55](=[O:57])[O:56][C:49]([CH3:48])([CH3:44])[CH3:67])=[CH:64][CH:63]=3)[N:12]=2)(=[O:23])=[O:24])=[CH:29][CH:28]=1. The catalyst class is: 1.